Dataset: Forward reaction prediction with 1.9M reactions from USPTO patents (1976-2016). Task: Predict the product of the given reaction. (1) Given the reactants [CH:1]1([C@H:7]([NH:12][C:13]([C:15]2[CH:20]=[CH:19][C:18]([F:21])=[CH:17][C:16]=2[NH:22][C:23]([NH:25][C:26]2[C:31]([CH3:32])=[CH:30][C:29]([CH2:33][CH:34]=[CH2:35])=[CH:28][C:27]=2[CH3:36])=[O:24])=[O:14])[C:8]([O:10][CH3:11])=[O:9])[CH2:6][CH2:5][CH2:4][CH2:3][CH2:2]1.[H][H], predict the reaction product. The product is: [CH:1]1([C@H:7]([NH:12][C:13]([C:15]2[CH:20]=[CH:19][C:18]([F:21])=[CH:17][C:16]=2[NH:22][C:23]([NH:25][C:26]2[C:31]([CH3:32])=[CH:30][C:29]([CH2:33][CH2:34][CH3:35])=[CH:28][C:27]=2[CH3:36])=[O:24])=[O:14])[C:8]([O:10][CH3:11])=[O:9])[CH2:6][CH2:5][CH2:4][CH2:3][CH2:2]1. (2) The product is: [Br:1][CH2:2][C:3]([N:15]1[CH2:14][CH2:13][CH2:12][N:11]2[N:7]=[C:8]([C:17]([O:19][CH2:20][CH3:21])=[O:18])[CH:9]=[C:10]2[CH2:16]1)=[O:4]. Given the reactants [Br:1][CH2:2][C:3](Cl)=[O:4].Cl.[N:7]1[N:11]2[CH2:12][CH2:13][CH2:14][NH:15][CH2:16][C:10]2=[CH:9][C:8]=1[C:17]([O:19][CH2:20][CH3:21])=[O:18], predict the reaction product. (3) Given the reactants [Cl:1][C:2]1[CH:7]=[CH:6][C:5]([C:8]2[C:9]([O:17][C@@H:18]([CH3:23])[C:19]([F:22])([F:21])[F:20])=[N:10][CH:11]=[C:12]([CH:16]=2)[C:13]([OH:15])=O)=[CH:4][CH:3]=1.Cl.[F:25][C:26]([F:35])([F:34])[C:27]1[N:31]=[C:30]([CH2:32][NH2:33])[O:29][N:28]=1, predict the reaction product. The product is: [Cl:1][C:2]1[CH:3]=[CH:4][C:5]([C:8]2[C:9]([O:17][C@@H:18]([CH3:23])[C:19]([F:20])([F:22])[F:21])=[N:10][CH:11]=[C:12]([CH:16]=2)[C:13]([NH:33][CH2:32][C:30]2[O:29][N:28]=[C:27]([C:26]([F:35])([F:34])[F:25])[N:31]=2)=[O:15])=[CH:6][CH:7]=1. (4) Given the reactants C([O:4][C@@H:5]1[C@@H:10]([O:11]C(=O)C)[C@H:9]([O:15]C(=O)C)[C@@H:8]([S:19][CH3:20])[O:7][C@H:6]1[C:21]1[CH:26]=[CH:25][C:24]([Cl:27])=[C:23]([CH2:28][C:29]2[CH:38]=[CH:37][C:32]3[O:33][CH2:34][CH2:35][O:36][C:31]=3[CH:30]=2)[CH:22]=1)(=O)C.C[O-].[Na+], predict the reaction product. The product is: [Cl:27][C:24]1[CH:25]=[CH:26][C:21]([C@H:6]2[C@H:5]([OH:4])[C@@H:10]([OH:11])[C@H:9]([OH:15])[C@@H:8]([S:19][CH3:20])[O:7]2)=[CH:22][C:23]=1[CH2:28][C:29]1[CH:38]=[CH:37][C:32]2[O:33][CH2:34][CH2:35][O:36][C:31]=2[CH:30]=1. (5) Given the reactants C1[C:6]([S:7]SC2C=CC([N+]([O-])=O)=C(C(O)=O)C=2)=CC(C(O)=O)=C([N+]([O-])=O)C=1.[CH2:27]([N:38](CC(O)=O)CC(O)=O)[CH2:28][N:29](CC(O)=O)[CH2:30][C:31]([OH:33])=[O:32].P([O-])([O-])([O-])=[O:48].[K+].[K+].[K+], predict the reaction product. The product is: [CH2:6]([SH:7])[C@H:27]([NH2:38])[C:28]([NH:29][CH2:30][C:31]([OH:33])=[O:32])=[O:48].